Dataset: NCI-60 drug combinations with 297,098 pairs across 59 cell lines. Task: Regression. Given two drug SMILES strings and cell line genomic features, predict the synergy score measuring deviation from expected non-interaction effect. (1) Drug 1: CC12CCC(CC1=CCC3C2CCC4(C3CC=C4C5=CN=CC=C5)C)O. Drug 2: CC1C(C(=O)NC(C(=O)N2CCCC2C(=O)N(CC(=O)N(C(C(=O)O1)C(C)C)C)C)C(C)C)NC(=O)C3=C4C(=C(C=C3)C)OC5=C(C(=O)C(=C(C5=N4)C(=O)NC6C(OC(=O)C(N(C(=O)CN(C(=O)C7CCCN7C(=O)C(NC6=O)C(C)C)C)C)C(C)C)C)N)C. Cell line: SF-539. Synergy scores: CSS=31.8, Synergy_ZIP=4.94, Synergy_Bliss=12.6, Synergy_Loewe=14.0, Synergy_HSA=13.3. (2) Drug 1: CCC1(CC2CC(C3=C(CCN(C2)C1)C4=CC=CC=C4N3)(C5=C(C=C6C(=C5)C78CCN9C7C(C=CC9)(C(C(C8N6C=O)(C(=O)OC)O)OC(=O)C)CC)OC)C(=O)OC)O.OS(=O)(=O)O. Drug 2: B(C(CC(C)C)NC(=O)C(CC1=CC=CC=C1)NC(=O)C2=NC=CN=C2)(O)O. Cell line: M14. Synergy scores: CSS=14.2, Synergy_ZIP=-6.99, Synergy_Bliss=-11.5, Synergy_Loewe=-25.0, Synergy_HSA=-11.0. (3) Drug 1: CC1=C(C=C(C=C1)NC2=NC=CC(=N2)N(C)C3=CC4=NN(C(=C4C=C3)C)C)S(=O)(=O)N.Cl. Drug 2: CC1C(C(CC(O1)OC2CC(OC(C2O)C)OC3=CC4=CC5=C(C(=O)C(C(C5)C(C(=O)C(C(C)O)O)OC)OC6CC(C(C(O6)C)O)OC7CC(C(C(O7)C)O)OC8CC(C(C(O8)C)O)(C)O)C(=C4C(=C3C)O)O)O)O. Cell line: SR. Synergy scores: CSS=60.8, Synergy_ZIP=22.4, Synergy_Bliss=19.8, Synergy_Loewe=5.76, Synergy_HSA=22.0. (4) Drug 1: CNC(=O)C1=NC=CC(=C1)OC2=CC=C(C=C2)NC(=O)NC3=CC(=C(C=C3)Cl)C(F)(F)F. Drug 2: CC(C)NC(=O)C1=CC=C(C=C1)CNNC.Cl. Cell line: SF-268. Synergy scores: CSS=1.79, Synergy_ZIP=-0.651, Synergy_Bliss=-0.778, Synergy_Loewe=-0.107, Synergy_HSA=-0.839. (5) Drug 1: CCCS(=O)(=O)NC1=C(C(=C(C=C1)F)C(=O)C2=CNC3=C2C=C(C=N3)C4=CC=C(C=C4)Cl)F. Drug 2: CC(C)CN1C=NC2=C1C3=CC=CC=C3N=C2N. Cell line: CCRF-CEM. Synergy scores: CSS=-7.12, Synergy_ZIP=0.608, Synergy_Bliss=-6.85, Synergy_Loewe=-9.57, Synergy_HSA=-9.55. (6) Drug 1: C1=C(C(=O)NC(=O)N1)N(CCCl)CCCl. Drug 2: CC1=C(C(=O)C2=C(C1=O)N3CC4C(C3(C2COC(=O)N)OC)N4)N. Cell line: HOP-62. Synergy scores: CSS=62.8, Synergy_ZIP=-0.605, Synergy_Bliss=-4.18, Synergy_Loewe=-7.55, Synergy_HSA=-1.42. (7) Drug 2: CC1C(C(CC(O1)OC2CC(CC3=C2C(=C4C(=C3O)C(=O)C5=C(C4=O)C(=CC=C5)OC)O)(C(=O)CO)O)N)O.Cl. Drug 1: CC1C(C(CC(O1)OC2CC(OC(C2O)C)OC3=CC4=CC5=C(C(=O)C(C(C5)C(C(=O)C(C(C)O)O)OC)OC6CC(C(C(O6)C)O)OC7CC(C(C(O7)C)O)OC8CC(C(C(O8)C)O)(C)O)C(=C4C(=C3C)O)O)O)O. Cell line: 786-0. Synergy scores: CSS=49.3, Synergy_ZIP=1.71, Synergy_Bliss=5.56, Synergy_Loewe=0.621, Synergy_HSA=6.41. (8) Synergy scores: CSS=-27.5, Synergy_ZIP=7.49, Synergy_Bliss=3.08, Synergy_Loewe=-27.4, Synergy_HSA=-27.1. Drug 2: CC1CCC2CC(C(=CC=CC=CC(CC(C(=O)C(C(C(=CC(C(=O)CC(OC(=O)C3CCCCN3C(=O)C(=O)C1(O2)O)C(C)CC4CCC(C(C4)OC)OCCO)C)C)O)OC)C)C)C)OC. Drug 1: CC1=C(C=C(C=C1)C(=O)NC2=CC(=CC(=C2)C(F)(F)F)N3C=C(N=C3)C)NC4=NC=CC(=N4)C5=CN=CC=C5. Cell line: SK-MEL-28.